From a dataset of M1 muscarinic receptor antagonist screen with 61,756 compounds. Binary Classification. Given a drug SMILES string, predict its activity (active/inactive) in a high-throughput screening assay against a specified biological target. (1) The drug is O=C1N(C(=O)C2C1C1CC2C=C1)c1cc(ccc1)C(=O)NCC1OCCC1. The result is 0 (inactive). (2) The compound is S(=O)(=O)(N(c1ccc(cc1)C(=O)NCCCOC)C)c1ccc(OC)cc1. The result is 0 (inactive). (3) The molecule is O(c1c(N2CCN(CC2)C(CNC(=O)c2occc2)c2cccnc2)cccc1)C. The result is 0 (inactive). (4) The molecule is S(=O)(=O)(N1CCN(CC1)C(=O)c1n(ccc1)C)c1ccc(OCC)cc1. The result is 0 (inactive).